From a dataset of CYP3A4 inhibition data for predicting drug metabolism from PubChem BioAssay. Regression/Classification. Given a drug SMILES string, predict its absorption, distribution, metabolism, or excretion properties. Task type varies by dataset: regression for continuous measurements (e.g., permeability, clearance, half-life) or binary classification for categorical outcomes (e.g., BBB penetration, CYP inhibition). Dataset: cyp3a4_veith. The result is 1 (inhibitor). The drug is CSC1(SC2=NCCN2)SC2(NCCN2)S1.